This data is from Forward reaction prediction with 1.9M reactions from USPTO patents (1976-2016). The task is: Predict the product of the given reaction. (1) Given the reactants [CH2:1]1[CH:6]2[C:7]3[C:12]([CH2:13][CH2:14][N:5]2[C:4](=O)[CH2:3][NH:2]1)=[CH:11][CH:10]=[CH:9][CH:8]=3.[H-].[Al+3].[Li+].[H-].[H-].[H-].O.[OH-].[Na+], predict the reaction product. The product is: [CH2:1]1[CH:6]2[C:7]3[C:12]([CH2:13][CH2:14][N:5]2[CH2:4][CH2:3][NH:2]1)=[CH:11][CH:10]=[CH:9][CH:8]=3. (2) Given the reactants [CH3:1][O:2][C:3]1[CH:8]=[CH:7][C:6]([NH2:9])=[CH:5][C:4]=1[O:10][CH2:11][CH2:12][C:13]1[CH:22]=[CH:21][C:20]2[C:15](=[CH:16][CH:17]=[CH:18][CH:19]=2)C=1.[C:23]1(C(Cl)=O)[C:32]2[C:27](=[CH:28][CH:29]=[CH:30][CH:31]=2)[CH:26]=[CH:25][CH:24]=1.C(N(CC)CC)C.C[C:44](N(C)C)=[O:45], predict the reaction product. The product is: [CH3:1][O:2][C:3]1[CH:8]=[CH:7][C:6]([N:9]([C:28]2[C:27]3[C:32](=[CH:23][CH:24]=[CH:25][CH:26]=3)[CH:31]=[CH:30][CH:29]=2)[CH:44]=[O:45])=[CH:5][C:4]=1[O:10][CH2:11][C:12]1[C:19]2[C:20](=[CH:15][CH:16]=[CH:17][CH:18]=2)[CH:21]=[CH:22][CH:13]=1.